From a dataset of Ames mutagenicity test results for genotoxicity prediction. Regression/Classification. Given a drug SMILES string, predict its toxicity properties. Task type varies by dataset: regression for continuous values (e.g., LD50, hERG inhibition percentage) or binary classification for toxic/non-toxic outcomes (e.g., AMES mutagenicity, cardiotoxicity, hepatotoxicity). Dataset: ames. The compound is Oc1ccc(O)c(O)c1. The result is 1 (mutagenic).